From a dataset of Full USPTO retrosynthesis dataset with 1.9M reactions from patents (1976-2016). Predict the reactants needed to synthesize the given product. (1) Given the product [Cl:1][C:2]1[CH:7]=[CH:6][C:5]([O:8][C:9]2[CH:10]=[CH:11][C:12]([CH2:15][CH2:16][O:17][C:18]3[CH:23]=[CH:22][N:21]([CH2:30][C:31]4[CH:32]=[N:33][CH:34]=[N:35][CH:36]=4)[C:20](=[O:24])[CH:19]=3)=[CH:13][CH:14]=2)=[CH:4][C:3]=1[C:25]([F:28])([F:26])[F:27], predict the reactants needed to synthesize it. The reactants are: [Cl:1][C:2]1[CH:7]=[CH:6][C:5]([O:8][C:9]2[CH:14]=[CH:13][C:12]([CH2:15][CH2:16][O:17][C:18]3[CH:23]=[CH:22][NH:21][C:20](=[O:24])[CH:19]=3)=[CH:11][CH:10]=2)=[CH:4][C:3]=1[C:25]([F:28])([F:27])[F:26].Cl[CH2:30][C:31]1[CH:32]=[N:33][CH:34]=[N:35][CH:36]=1. (2) Given the product [NH:16]1[C:17]2[C:22](=[CH:21][CH:20]=[CH:19][CH:18]=2)[C:14](/[CH:13]=[CH:12]/[C:9]2[CH:10]=[CH:11][C:6]([O:5][CH2:4][CH2:3][O:2][CH3:1])=[CH:7][C:8]=2[NH2:23])=[N:15]1, predict the reactants needed to synthesize it. The reactants are: [CH3:1][O:2][CH2:3][CH2:4][O:5][C:6]1[CH:11]=[CH:10][C:9](/[CH:12]=[CH:13]/[C:14]2[C:22]3[C:17](=[CH:18][CH:19]=[CH:20][CH:21]=3)[NH:16][N:15]=2)=[C:8]([N+:23]([O-])=O)[CH:7]=1.[Sn].Cl.[OH-].[Na+]. (3) Given the product [CH:1]1([C:4]2[O:8][N:7]=[C:6]([C:9]3[CH:14]=[CH:13][CH:12]=[CH:11][C:10]=3[O:15][C:16]([F:19])([F:18])[F:17])[C:5]=2[CH2:20][O:21][CH:22]2[CH2:23][CH2:24][N:25]([C:29]3[S:30][C:31]4[CH:37]=[C:36]([C:38]([O:40][CH2:41][CH3:42])=[O:39])[CH:35]=[CH:34][C:32]=4[N:33]=3)[CH2:26][CH2:27]2)[CH2:2][CH2:3]1, predict the reactants needed to synthesize it. The reactants are: [CH:1]1([C:4]2[O:8][N:7]=[C:6]([C:9]3[CH:14]=[CH:13][CH:12]=[CH:11][C:10]=3[O:15][C:16]([F:19])([F:18])[F:17])[C:5]=2[CH2:20][O:21][CH:22]2[CH2:27][CH2:26][NH:25][CH2:24][CH2:23]2)[CH2:3][CH2:2]1.Cl[C:29]1[S:30][C:31]2[CH:37]=[C:36]([C:38]([O:40][CH2:41][CH3:42])=[O:39])[CH:35]=[CH:34][C:32]=2[N:33]=1.C(N(C(C)C)CC)(C)C. (4) Given the product [C:1]([C:3]1[CH:4]=[C:5]([NH:9][C:10](=[O:13])[CH2:11][CH3:12])[CH:6]=[C:7]([F:23])[CH:8]=1)#[N:2], predict the reactants needed to synthesize it. The reactants are: [C:1]([C:3]1[CH:4]=[C:5]([NH:9][C:10](=[O:13])[CH2:11][CH3:12])[CH:6]=[CH:7][CH:8]=1)#[N:2].NC1C=C([F:23])C=C(C=1)C#N.C(Cl)(=O)CC. (5) Given the product [NH2:8][C:6]1[CH:7]=[C:2]([Cl:1])[CH:3]=[C:4]2[C:5]=1[C:12]([OH:19])([C:11]([F:21])([F:20])[F:10])[CH2:13][C:14](=[O:15])[NH:9]2, predict the reactants needed to synthesize it. The reactants are: [Cl:1][C:2]1[CH:3]=[C:4]([NH2:9])[CH:5]=[C:6]([NH2:8])[CH:7]=1.[F:10][C:11]([F:21])([F:20])[C:12](=[O:19])[CH2:13][C:14](OCC)=[O:15]. (6) Given the product [CH3:1][O:2][C:3]([C:4]1[C:8](=[O:15])[NH:9][C:10](=[O:11])[NH:7][C:5]=1[CH3:6])=[O:16], predict the reactants needed to synthesize it. The reactants are: [CH3:1][O:2][C:3](=[O:16])[C:4]([C:8](=[O:15])[NH:9][C:10](OCC)=[O:11])=[C:5]([NH2:7])[CH3:6]. (7) The reactants are: Cl.[CH3:2][C:3]1[CH:8]=[C:7]([CH3:9])[NH:6][C:5](=[O:10])[C:4]=1[CH2:11][NH:12][C:13]([C:15]1[C:16]2[CH:28]=[N:27][N:26]([CH:29]([CH3:31])[CH3:30])[C:17]=2[N:18]=[C:19]([C:21]([O:23]CC)=[CH2:22])[CH:20]=1)=[O:14].C([O-])(O)=O.[Na+]. Given the product [C:21]([C:19]1[CH:20]=[C:15]([C:13]([NH:12][CH2:11][C:4]2[C:5](=[O:10])[NH:6][C:7]([CH3:9])=[CH:8][C:3]=2[CH3:2])=[O:14])[C:16]2[CH:28]=[N:27][N:26]([CH:29]([CH3:30])[CH3:31])[C:17]=2[N:18]=1)(=[O:23])[CH3:22], predict the reactants needed to synthesize it. (8) Given the product [CH2:12]([NH:8][C:5]1[CH:6]=[CH:7][C:2]([F:1])=[CH:3][CH:4]=1)[CH:11]=[CH2:10], predict the reactants needed to synthesize it. The reactants are: [F:1][C:2]1[CH:7]=[CH:6][C:5]([NH2:8])=[CH:4][CH:3]=1.Br[CH2:10][CH:11]=[CH2:12].C([O-])([O-])=O.[K+].[K+].O. (9) Given the product [CH3:1][S:2]([NH:5][C:6]1[C:7]([C:19]2[CH:24]=[CH:23][CH:22]=[CH:21][CH:20]=2)=[N:8][C:9]2[C:14]([C:15]=1[C:16]([NH:63][C@H:60]([C:54]1[CH:59]=[CH:58][CH:57]=[CH:56][CH:55]=1)[CH2:61][CH3:62])=[O:18])=[CH:13][CH:12]=[CH:11][CH:10]=2)(=[O:4])=[O:3], predict the reactants needed to synthesize it. The reactants are: [CH3:1][S:2]([NH:5][C:6]1[C:7]([C:19]2[CH:24]=[CH:23][CH:22]=[CH:21][CH:20]=2)=[N:8][C:9]2[C:14]([C:15]=1[C:16]([OH:18])=O)=[CH:13][CH:12]=[CH:11][CH:10]=2)(=[O:4])=[O:3].C1C=C2N=NN(O)C2=CC=1.O.CN1CCOCC1.CCN=C=NCCCN(C)C.[C:54]1([C@@H:60]([NH2:63])[CH2:61][CH3:62])[CH:59]=[CH:58][CH:57]=[CH:56][CH:55]=1. (10) Given the product [O:5]1[CH2:32][CH2:3][CH:2]([CH2:4][N:6]2[CH2:11][CH2:10][CH:9]([O:12][C:13]3[CH:18]=[CH:17][C:16]([NH:19][C:20]([N:22]4[CH2:30][C:29]5[CH:28]=[CH:27][N:26]=[CH:25][C:24]=5[CH2:23]4)=[O:21])=[CH:15][CH:14]=3)[CH2:8][CH2:7]2)[CH2:1]1, predict the reactants needed to synthesize it. The reactants are: [CH:1](=[O:5])[CH:2]([CH3:4])[CH3:3].[NH:6]1[CH2:11][CH2:10][CH:9]([O:12][C:13]2[CH:18]=[CH:17][C:16]([NH:19][C:20]([N:22]3[CH2:30][C:29]4[CH:28]=[CH:27][N:26]=[CH:25][C:24]=4[CH2:23]3)=[O:21])=[CH:15][CH:14]=2)[CH2:8][CH2:7]1.N1CC=C(C2C=CC(NC(N3CC4C(=CC=CC=4)C3)=O)=CC=2)C[CH2:32]1.